This data is from Peptide-MHC class II binding affinity with 134,281 pairs from IEDB. The task is: Regression. Given a peptide amino acid sequence and an MHC pseudo amino acid sequence, predict their binding affinity value. This is MHC class II binding data. (1) The peptide sequence is SVVVQDPKNVYQRGT. The MHC is DRB3_0101 with pseudo-sequence DRB3_0101. The binding affinity (normalized) is 0.454. (2) The MHC is DRB1_1001 with pseudo-sequence DRB1_1001. The binding affinity (normalized) is 0.548. The peptide sequence is EKKQFAATQFEPLAA. (3) The peptide sequence is MLWHAMPPELNTARL. The binding affinity (normalized) is 0.143. The MHC is HLA-DPA10201-DPB10501 with pseudo-sequence HLA-DPA10201-DPB10501. (4) The binding affinity (normalized) is 0.0793. The MHC is DRB4_0101 with pseudo-sequence DRB4_0103. The peptide sequence is ERRNKYLEEHPSAGK. (5) The peptide sequence is DSYIIVGRGDSRLTY. The MHC is DRB5_0101 with pseudo-sequence DRB5_0101. The binding affinity (normalized) is 0.583.